This data is from Forward reaction prediction with 1.9M reactions from USPTO patents (1976-2016). The task is: Predict the product of the given reaction. (1) Given the reactants [F:1][C:2]1[CH:3]=[C:4]([N:9]2[C:13]([CH3:15])([CH3:14])[C:12](=[O:16])[N:11]([C:17]3[CH:24]=[CH:23][C:20]([C:21]#[N:22])=[C:19]([C:25]([F:28])([F:27])[F:26])[CH:18]=3)[C:10]2=[S:29])[CH:5]=[CH:6][C:7]=1[OH:8].CC1C=CC(S(O[CH:41]2[CH2:46][CH2:45][S:44](=[O:48])(=[O:47])[CH2:43][CH2:42]2)(=O)=O)=CC=1.C(=O)([O-])[O-].[Cs+].[Cs+].CN(C)C(=O)C, predict the reaction product. The product is: [O:47]=[S:44]1(=[O:48])[CH2:45][CH2:46][CH:41]([O:8][C:7]2[CH:6]=[CH:5][C:4]([N:9]3[C:13]([CH3:14])([CH3:15])[C:12](=[O:16])[N:11]([C:17]4[CH:24]=[CH:23][C:20]([C:21]#[N:22])=[C:19]([C:25]([F:26])([F:27])[F:28])[CH:18]=4)[C:10]3=[S:29])=[CH:3][C:2]=2[F:1])[CH2:42][CH2:43]1. (2) The product is: [Cl:1][C:2]1[N:7]=[CH:6][C:5]([C:8]([Cl:13])=[O:10])=[CH:4][CH:3]=1. Given the reactants [Cl:1][C:2]1[N:7]=[CH:6][C:5]([C:8]([OH:10])=O)=[CH:4][CH:3]=1.S(Cl)([Cl:13])=O, predict the reaction product. (3) Given the reactants Cl[C:2]1[N:10]=[C:9]2[C:5]([N:6]=[C:7]([O:18]C)[N:8]2[CH2:11][CH:12]2[CH2:17][CH2:16][O:15][CH2:14][CH2:13]2)=[C:4]([NH2:20])[N:3]=1, predict the reaction product. The product is: [NH2:20][C:4]1[N:3]=[C:2]([NH:8][CH2:11][CH:12]([CH3:17])[CH2:13][CH3:14])[N:10]=[C:9]2[C:5]=1[NH:6][C:7](=[O:18])[N:8]2[CH2:11][CH:12]1[CH2:17][CH2:16][O:15][CH2:14][CH2:13]1. (4) Given the reactants [Cl:1][C:2]1[C:3]([C:37]2[C:45]3[C:40](=[CH:41][CH:42]=[CH:43][CH:44]=3)[NH:39][CH:38]=2)=[N:4][C:5]([NH:8][C@@H:9]2[CH2:14][CH2:13][CH2:12][C@H:11]([NH:15][C:16]([C:18]3[CH:23]=[CH:22][C:21]([NH:24][C:25](=[O:36])/[CH:26]=[CH:27]/[CH2:28][N:29]([CH3:35])[CH2:30][C:31]([O:33]C)=[O:32])=[CH:20][CH:19]=3)=[O:17])[CH2:10]2)=[N:6][CH:7]=1.[OH-].[Na+].O, predict the reaction product. The product is: [Cl:1][C:2]1[C:3]([C:37]2[C:45]3[C:40](=[CH:41][CH:42]=[CH:43][CH:44]=3)[NH:39][CH:38]=2)=[N:4][C:5]([NH:8][C@@H:9]2[CH2:14][CH2:13][CH2:12][C@H:11]([NH:15][C:16]([C:18]3[CH:19]=[CH:20][C:21]([NH:24][C:25](=[O:36])/[CH:26]=[CH:27]/[CH2:28][N:29]([CH3:35])[CH2:30][C:31]([OH:33])=[O:32])=[CH:22][CH:23]=3)=[O:17])[CH2:10]2)=[N:6][CH:7]=1.